Task: Predict the product of the given reaction.. Dataset: Forward reaction prediction with 1.9M reactions from USPTO patents (1976-2016) (1) Given the reactants [Cl:1][C:2]1[C:3]([CH:17](OC)OC)=[C:4]([NH2:16])[C:5]([C:8]2[C:9]([CH3:15])=[N:10][N:11]([CH3:14])[C:12]=2[CH3:13])=[N:6][CH:7]=1.[F:22][C:23]1[C:24]([CH:29]2[CH2:38][CH2:37][C:36]3[C:31](=[CH:32][C:33]([NH2:40])=[C:34]([CH3:39])[CH:35]=3)[O:30]2)=[N:25][CH:26]=[CH:27][CH:28]=1.O.C1(C)C=CC(S(O)(=O)=O)=CC=1.C(=O)([O-])O.[Na+], predict the reaction product. The product is: [Cl:1][C:2]1[C:3]([CH2:17][NH:40][C:33]2[CH:32]=[C:31]3[C:36]([CH2:37][CH2:38][CH:29]([C:24]4[C:23]([F:22])=[CH:28][CH:27]=[CH:26][N:25]=4)[O:30]3)=[CH:35][C:34]=2[CH3:39])=[C:4]([NH2:16])[C:5]([C:8]2[C:9]([CH3:15])=[N:10][N:11]([CH3:14])[C:12]=2[CH3:13])=[N:6][CH:7]=1. (2) Given the reactants [NH2:1][C:2]1[C:10]([C:11]([OH:13])=[O:12])=[C:9]2[C:5]([CH:6]=[N:7][NH:8]2)=[CH:4][C:3]=1[CH3:14].[Cl:15][C:16]1[C:17]([N:22]2[C:26]([C:27](O)=O)=[CH:25][C:24]([CH:30]([F:32])[F:31])=[N:23]2)=[N:18][CH:19]=[CH:20][CH:21]=1.N1C=CC=CC=1.CS(Cl)(=O)=O, predict the reaction product. The product is: [Cl:15][C:16]1[C:17]([N:22]2[C:26]([C:27]3[O:12][C:11](=[O:13])[C:10]4[C:2](=[C:3]([CH3:14])[CH:4]=[C:5]5[CH:6]=[N:7][NH:8][C:9]5=4)[N:1]=3)=[CH:25][C:24]([CH:30]([F:32])[F:31])=[N:23]2)=[N:18][CH:19]=[CH:20][CH:21]=1. (3) Given the reactants [F:1][C:2]1[CH:3]=[C:4]([SH:9])[CH:5]=[CH:6][C:7]=1[F:8].[CH2:10](I)[CH3:11].C(=O)([O-])[O-].[K+].[K+], predict the reaction product. The product is: [CH2:10]([S:9][C:4]1[CH:5]=[CH:6][C:7]([F:8])=[C:2]([F:1])[CH:3]=1)[CH3:11]. (4) Given the reactants Cl.[F:2][C:3]1[C:8]([NH:9][C:10]2[C:15]([C:16]3[N:24]=[CH:23][N:22]=[C:21]4[C:17]=3[N:18]=[CH:19][N:20]4C3CCCCO3)=[CH:14][CH:13]=[CH:12][N:11]=2)=[C:7]([F:31])[CH:6]=[CH:5][C:4]=1[NH:32][S:33]([C:36]1[CH:40]=[C:39]([CH3:41])[O:38][C:37]=1[C:42]([F:45])([F:44])[F:43])(=[O:35])=[O:34], predict the reaction product. The product is: [N:24]1[C:16]([C:15]2[C:10]([NH:9][C:8]3[C:3]([F:2])=[C:4]([NH:32][S:33]([C:36]4[CH:40]=[C:39]([CH3:41])[O:38][C:37]=4[C:42]([F:45])([F:44])[F:43])(=[O:35])=[O:34])[CH:5]=[CH:6][C:7]=3[F:31])=[N:11][CH:12]=[CH:13][CH:14]=2)=[C:17]2[C:21]([NH:20][CH:19]=[N:18]2)=[N:22][CH:23]=1. (5) The product is: [C:13]([O:12][C:10]([N:17]1[CH2:22][CH2:21][CH:20]([NH:6][CH2:5][C:4]2[CH:7]=[CH:8][CH:9]=[C:2]([Cl:1])[CH:3]=2)[CH2:19][CH2:18]1)=[O:11])([CH3:16])([CH3:14])[CH3:15]. Given the reactants [Cl:1][C:2]1[CH:3]=[C:4]([CH:7]=[CH:8][CH:9]=1)[CH2:5][NH2:6].[C:10]([N:17]1[CH2:22][CH2:21][C:20](=O)[CH2:19][CH2:18]1)([O:12][C:13]([CH3:16])([CH3:15])[CH3:14])=[O:11], predict the reaction product. (6) Given the reactants N.[Li].C([N:10]1[C:23]2[C:18](=[CH:19][C:20]([CH2:24][CH:25]3[CH2:32][CH2:31][CH2:30][CH2:29][CH2:28][CH2:27][CH2:26]3)=[CH:21][CH:22]=2)[C:12]2([CH2:17][CH2:16][NH:15][CH2:14][CH2:13]2)[C:11]1=[O:33])C1C=CC=CC=1.[Cl-].[NH4+], predict the reaction product. The product is: [CH:25]1([CH2:24][C:20]2[CH:19]=[C:18]3[C:12]4([CH2:13][CH2:14][NH:15][CH2:16][CH2:17]4)[C:11](=[O:33])[NH:10][C:23]3=[CH:22][CH:21]=2)[CH2:26][CH2:27][CH2:28][CH2:29][CH2:30][CH2:31][CH2:32]1. (7) Given the reactants C([O-])(=O)C.[K+].B1(B2OC(C)(C)C(C)(C)O2)OC(C)(C)C(C)(C)O1.Cl[C:25]1[CH:30]=[CH:29][CH:28]=[C:27]([O:31][CH:32]([CH3:34])[CH3:33])[N:26]=1.Cl[C:36]1[CH2:40][C@H:39]([CH:41]2[CH2:45][CH2:44][CH2:43][CH2:42]2)[N:38]([C:46]2[CH:53]=[CH:52][C:49]([C:50]#[N:51])=[C:48]([CH3:54])[N:47]=2)[N:37]=1.C(=O)([O-])[O-].[Na+].[Na+], predict the reaction product. The product is: [CH:41]1([C@@H:39]2[N:38]([C:46]3[CH:53]=[CH:52][C:49]([C:50]#[N:51])=[C:48]([CH3:54])[N:47]=3)[N:37]=[C:36]([C:25]3[CH:30]=[CH:29][CH:28]=[C:27]([O:31][CH:32]([CH3:34])[CH3:33])[N:26]=3)[CH2:40]2)[CH2:42][CH2:43][CH2:44][CH2:45]1. (8) Given the reactants [CH3:1][CH:2]1[CH2:8][C:7]2[CH:9]=[C:10]3[O:15][CH2:14][O:13][C:11]3=[CH:12][C:6]=2[C:5]([C:16]2[CH:21]=[CH:20][C:19]([N+:22]([O-:24])=[O:23])=[CH:18][CH:17]=2)=[N:4][N:3]1[C:25](=[S:27])[NH2:26].CO[CH:30](OC)[CH:31](Br)[CH3:32].CN(C)C=O, predict the reaction product. The product is: [CH3:1][CH:2]1[CH2:8][C:7]2[CH:9]=[C:10]3[O:15][CH2:14][O:13][C:11]3=[CH:12][C:6]=2[C:5]([C:16]2[CH:17]=[CH:18][C:19]([N+:22]([O-:24])=[O:23])=[CH:20][CH:21]=2)=[N:4][N:3]1[C:25]1[S:27][C:31]([CH3:32])=[CH:30][N:26]=1.